Dataset: Full USPTO retrosynthesis dataset with 1.9M reactions from patents (1976-2016). Task: Predict the reactants needed to synthesize the given product. (1) Given the product [Cl:1][C:2]1[CH:7]=[C:6]([CH:5]=[CH:4][C:3]=1[S:8][CH3:9])[CH:10]=[O:11], predict the reactants needed to synthesize it. The reactants are: [Cl:1][C:2]1[CH:7]=[CH:6][CH:5]=[CH:4][C:3]=1[S:8][CH3:9].[CH3:10][O:11]C(Cl)Cl.C(=O)(O)[O-].[Na+]. (2) Given the product [CH2:1]([C:5]1[N:21]=[C:8]2[C:9]([C:19]#[N:20])=[C:10]([CH3:18])[C:11]([CH2:14][CH2:15][CH2:16][CH3:17])=[C:12]([Cl:24])[N:7]2[N:6]=1)[CH2:2][CH2:3][CH3:4], predict the reactants needed to synthesize it. The reactants are: [CH2:1]([C:5]1[NH:21][C:8]2=[C:9]([C:19]#[N:20])[C:10]([CH3:18])=[C:11]([CH2:14][CH2:15][CH2:16][CH3:17])[C:12](=O)[N:7]2[N:6]=1)[CH2:2][CH2:3][CH3:4].P(Cl)(Cl)([Cl:24])=O. (3) Given the product [CH3:12][N:13]1[C:21]2[C:20]3([C:30]4[CH:35]=[CH:34][CH:33]=[CH:32][CH:31]=4)[CH:22]=[C:23]([C:28]#[N:29])[C:24](=[O:27])[CH:25]([CH3:26])[CH:19]3[CH2:18][CH2:17][C:16]=2[C:15]([C:36]2[CH:37]=[CH:38][CH:39]=[CH:40][CH:41]=2)=[N:14]1, predict the reactants needed to synthesize it. The reactants are: BrN1C(C)(C)C(=O)N(Br)C1=O.[CH3:12][N:13]1[C:21]2[C:20]3([C:30]4[CH:35]=[CH:34][CH:33]=[CH:32][CH:31]=4)[CH2:22][CH:23]([C:28]#[N:29])[C:24](=[O:27])[CH:25]([CH3:26])[CH:19]3[CH2:18][CH2:17][C:16]=2[C:15]([C:36]2[CH:41]=[CH:40][CH:39]=[CH:38][CH:37]=2)=[N:14]1.N1C=CC=CC=1. (4) Given the product [C:12]([C:8]1[CH:9]=[C:10]([F:11])[C:2]([N:19]2[CH2:18][CH2:17][N:16]([C:22]([O:24][C:25]([CH3:28])([CH3:27])[CH3:26])=[O:23])[CH2:21][CH2:20]2)=[C:3]2[C:7]=1[NH:6][C:5]([CH3:14])=[C:4]2[CH3:15])#[N:13], predict the reactants needed to synthesize it. The reactants are: Br[C:2]1[C:10]([F:11])=[CH:9][C:8]([C:12]#[N:13])=[C:7]2[C:3]=1[C:4]([CH3:15])=[C:5]([CH3:14])[NH:6]2.[N:16]1([C:22]([O:24][C:25]([CH3:28])([CH3:27])[CH3:26])=[O:23])[CH2:21][CH2:20][NH:19][CH2:18][CH2:17]1.C([O-])([O-])=O.[Cs+].[Cs+].